Dataset: Peptide-MHC class II binding affinity with 134,281 pairs from IEDB. Task: Regression. Given a peptide amino acid sequence and an MHC pseudo amino acid sequence, predict their binding affinity value. This is MHC class II binding data. (1) The peptide sequence is YTVALFLAVALVAGP. The MHC is HLA-DQA10401-DQB10402 with pseudo-sequence HLA-DQA10401-DQB10402. The binding affinity (normalized) is 0.139. (2) The peptide sequence is AFINDGDNLFPKV. The MHC is DRB1_0401 with pseudo-sequence DRB1_0401. The binding affinity (normalized) is 0.446. (3) The peptide sequence is FNIQYVNYWFAPGAA. The MHC is DRB3_0202 with pseudo-sequence DRB3_0202. The binding affinity (normalized) is 0. (4) The peptide sequence is FIVFLLLAGRSCSYK. The MHC is DRB1_0701 with pseudo-sequence DRB1_0701. The binding affinity (normalized) is 0.529. (5) The peptide sequence is REALAQTHSAIAVII. The MHC is HLA-DQA10301-DQB10301 with pseudo-sequence HLA-DQA10301-DQB10301. The binding affinity (normalized) is 0.798.